This data is from Full USPTO retrosynthesis dataset with 1.9M reactions from patents (1976-2016). The task is: Predict the reactants needed to synthesize the given product. (1) Given the product [F:1][C:2]1[CH:3]=[CH:4][CH:5]=[C:6]2[C:11]=1[N:10]=[C:9]([N:12]1[CH2:13][CH2:14][N:15]([C:18]3[CH:23]=[CH:22][CH:21]=[C:20]([F:24])[CH:19]=3)[CH2:16][CH2:17]1)[N:8]([C:25]1[CH:30]=[C:29]([C:31]([F:34])([F:32])[F:33])[CH:28]=[CH:27][C:26]=1[O:35][CH3:36])[CH:7]2[CH2:37][C:38]([OH:40])=[O:39], predict the reactants needed to synthesize it. The reactants are: [F:1][C:2]1[CH:3]=[CH:4][CH:5]=[C:6]2[C:11]=1[N:10]=[C:9]([N:12]1[CH2:17][CH2:16][N:15]([C:18]3[CH:23]=[CH:22][CH:21]=[C:20]([F:24])[CH:19]=3)[CH2:14][CH2:13]1)[N:8]([C:25]1[CH:30]=[C:29]([C:31]([F:34])([F:33])[F:32])[CH:28]=[CH:27][C:26]=1[O:35][CH3:36])[CH:7]2[CH2:37][C:38]([O:40]C)=[O:39].[OH-].[Na+]. (2) The reactants are: [OH-].[K+].C([O:11][C:12]1[CH:13]=[CH:14][C:15]2[O:19][C:18]([C:20]3[CH:25]=[CH:24][C:23]([C:26]#[N:27])=[CH:22][CH:21]=3)=[N:17][C:16]=2[CH:28]=1)(=O)C1C=CC=CC=1.O.C(O)(=O)C. Given the product [C:26]([C:23]1[CH:24]=[CH:25][C:20]([C:18]2[O:19][C:15]3[CH:14]=[CH:13][C:12]([OH:11])=[CH:28][C:16]=3[N:17]=2)=[CH:21][CH:22]=1)#[N:27], predict the reactants needed to synthesize it. (3) Given the product [Cl:1][C:2]1[CH:3]=[CH:4][C:5]([C:8]2[N:9]=[C:10]([NH:13][CH2:14][CH2:15][OH:16])[S:11][CH:12]=2)=[CH:6][CH:7]=1, predict the reactants needed to synthesize it. The reactants are: [Cl:1][C:2]1[CH:7]=[CH:6][C:5]([C:8]2[N:9]=[C:10]([NH:13][C:14](=O)[C:15](OCC)=[O:16])[S:11][CH:12]=2)=[CH:4][CH:3]=1.[H-].[Al+3].[Li+].[H-].[H-].[H-].C(OCC)(=O)C.[OH-].[Na+].